From a dataset of Full USPTO retrosynthesis dataset with 1.9M reactions from patents (1976-2016). Predict the reactants needed to synthesize the given product. Given the product [CH3:50][O:51][C:52]([C:54]1[CH:59]=[CH:58][CH:57]=[CH:56][C:55]=1[NH:60][C:61]1[N:65]([C:66]2[CH:71]=[CH:70][CH:69]=[CH:68][CH:67]=2)[N:64]=[C:63]([CH3:73])[C:62]=1[C:10]1[CH:9]=[C:8]2[C:3](=[C:2]([F:1])[C:11]=1[O:12][CH3:13])[N:4]=[CH:5][CH:6]=[N:7]2)=[O:53], predict the reactants needed to synthesize it. The reactants are: [F:1][C:2]1[C:11]([O:12][CH3:13])=[C:10](B2OC(C)(C)C(C)(C)O2)[CH:9]=[C:8]2[C:3]=1[N:4]=[CH:5][CH:6]=[N:7]2.C1(P(C2CCCCC2)C2CCCCC2)CCCCC1.P([O-])([O-])([O-])=O.[K+].[K+].[K+].[CH3:50][O:51][C:52]([C:54]1[CH:59]=[CH:58][CH:57]=[CH:56][C:55]=1[NH:60][C:61]1[N:65]([C:66]2[CH:71]=[CH:70][CH:69]=[CH:68][C:67]=2C)[N:64]=[C:63]([CH3:73])[CH:62]=1)=[O:53].